Dataset: Experimental lipophilicity measurements (octanol/water distribution) for 4,200 compounds from AstraZeneca. Task: Regression/Classification. Given a drug SMILES string, predict its absorption, distribution, metabolism, or excretion properties. Task type varies by dataset: regression for continuous measurements (e.g., permeability, clearance, half-life) or binary classification for categorical outcomes (e.g., BBB penetration, CYP inhibition). For this dataset (lipophilicity_astrazeneca), we predict Y. The drug is COc1cc(OC)c(S(=O)(=O)N2c3ccccc3CCC2C)cc1NC(=S)NCC(=O)O. The Y is -1.04 logD.